This data is from Catalyst prediction with 721,799 reactions and 888 catalyst types from USPTO. The task is: Predict which catalyst facilitates the given reaction. (1) Reactant: C(OC([N:8]1[CH2:13][CH2:12][N:11]([C:14]2[C:15]([Cl:20])=[N:16][CH:17]=[CH:18][CH:19]=2)[CH2:10][CH2:9]1)=O)(C)(C)C.FC(F)(F)C(O)=O. Product: [Cl:20][C:15]1[C:14]([N:11]2[CH2:10][CH2:9][NH:8][CH2:13][CH2:12]2)=[CH:19][CH:18]=[CH:17][N:16]=1. The catalyst class is: 2. (2) Reactant: Cl[C:2]1[N:7]=[C:6]([C:8]2[N:12]3[CH:13]=[CH:14][CH:15]=[CH:16][C:11]3=[N:10][C:9]=2[C:17]2[CH:18]=[CH:19][C:20]([O:34][CH3:35])=[C:21]([CH:33]=2)[C:22]([NH:24][C:25]2[C:30]([F:31])=[CH:29][CH:28]=[CH:27][C:26]=2[F:32])=[O:23])[CH:5]=[CH:4][N:3]=1.[CH3:36][C:37]1[C:38]([CH:46]2[CH2:51][CH2:50][N:49]([CH2:52][CH2:53][S:54]([CH3:57])(=[O:56])=[O:55])[CH2:48][CH2:47]2)=[CH:39][C:40]([O:44][CH3:45])=[C:41]([CH:43]=1)[NH2:42].[C:58]1(C)C=CC(S(O)(=O)=O)=CC=1.C(O)C(F)(F)F.C[O-].[Na+]. Product: [F:32][C:26]1[CH:27]=[CH:28][CH:29]=[C:30]([F:31])[C:25]=1[NH:24][C:22](=[O:23])[C:21]1[CH:33]=[C:17]([C:9]2[N:10]=[C:11]3[CH:16]=[CH:15][CH:14]=[CH:13][N:12]3[C:8]=2[C:6]2[CH:5]=[CH:4][N:3]=[C:2]([NH:42][C:41]3[CH:43]=[C:37]([CH3:36])[C:38]([CH:46]4[CH2:51][CH2:50][N:49]([CH2:52][CH2:53][S:54]([CH3:57])(=[O:55])=[O:56])[CH2:48][CH2:47]4)=[CH:39][C:40]=3[O:44][CH3:45])[N:7]=2)[CH:18]=[CH:19][C:20]=1[O:34][CH2:35][CH3:58]. The catalyst class is: 2. (3) Reactant: Cl[C:2]1[N:3]=[C:4]([NH:23][C:24]2[CH:29]=[CH:28][C:27]([O:30][CH3:31])=[CH:26][CH:25]=2)[C:5]2[C:10]([C:11]#[N:12])=[CH:9][N:8](S(C3C=CC(C)=CC=3)(=O)=O)[C:6]=2[N:7]=1.[NH2:32][C:33]1[CH:34]=[C:35]2[C:40](=[CH:41][CH:42]=1)[NH:39][C:38](=[O:43])[CH2:37][CH2:36]2.C[Si](Cl)(C)C. Product: [CH3:31][O:30][C:27]1[CH:26]=[CH:25][C:24]([NH:23][C:4]2[C:5]3[C:10]([C:11]#[N:12])=[CH:9][NH:8][C:6]=3[N:7]=[C:2]([NH:32][C:33]3[CH:34]=[C:35]4[C:40](=[CH:41][CH:42]=3)[NH:39][C:38](=[O:43])[CH2:37][CH2:36]4)[N:3]=2)=[CH:29][CH:28]=1. The catalyst class is: 51. (4) Reactant: [CH3:1][C:2]1[CH:3]=[C:4]([CH:16]=[CH:17][CH:18]=1)[CH2:5][O:6][CH2:7][C:8]1[O:12][N:11]=[C:10]([C:13]([OH:15])=O)[CH:9]=1.C(N(CC)CC)C.Cl.C(N=C=NCCCN(C)C)C.ON1C2C=CC=CC=2N=N1.[O:48]1[CH2:53][CH2:52][CH:51]([CH2:54][NH2:55])[CH2:50][CH2:49]1. Product: [O:48]1[CH2:53][CH2:52][CH:51]([CH2:54][NH:55][C:13]([C:10]2[CH:9]=[C:8]([CH2:7][O:6][CH2:5][C:4]3[CH:16]=[CH:17][CH:18]=[C:2]([CH3:1])[CH:3]=3)[O:12][N:11]=2)=[O:15])[CH2:50][CH2:49]1. The catalyst class is: 408. (5) Reactant: [N:1]1[CH:6]=[CH:5][CH:4]=[CH:3][C:2]=1[C:7](=[O:12])[CH2:8][C:9](=[O:11])[CH3:10].[Cl:13][C:14]1[CH:19]=[CH:18][N:17]=[C:16]([C:20]([O:22]CC)=O)[CH:15]=1.[H-].[Na+]. Product: [Cl:13][C:14]1[CH:19]=[CH:18][N:17]=[C:16]([C:20](=[O:22])[CH2:10][C:9](=[O:11])[CH2:8][C:7]([C:2]2[CH:3]=[CH:4][CH:5]=[CH:6][N:1]=2)=[O:12])[CH:15]=1. The catalyst class is: 7.